This data is from Full USPTO retrosynthesis dataset with 1.9M reactions from patents (1976-2016). The task is: Predict the reactants needed to synthesize the given product. Given the product [F:1][C:2]1[CH:7]=[C:6]([CH3:8])[CH:5]=[CH:4][C:3]=1[NH:9][C:10]1[CH:18]=[C:17]2[C:13]([C:14]([CH2:28][N:29]([CH3:37])[C:30](=[O:36])[O:31][C:32]([CH3:33])([CH3:35])[CH3:34])=[CH:15][NH:16]2)=[CH:12][CH:11]=1, predict the reactants needed to synthesize it. The reactants are: [F:1][C:2]1[CH:7]=[C:6]([CH3:8])[CH:5]=[CH:4][C:3]=1[NH:9][C:10]1[CH:18]=[C:17]2[C:13]([C:14]([CH2:28][N:29]([CH3:37])[C:30](=[O:36])[O:31][C:32]([CH3:35])([CH3:34])[CH3:33])=[CH:15][N:16]2S(C2C=NC=CC=2)(=O)=O)=[CH:12][CH:11]=1.[F-].C([N+](CCCC)(CCCC)CCCC)CCC.O1CCCC1.